From a dataset of Catalyst prediction with 721,799 reactions and 888 catalyst types from USPTO. Predict which catalyst facilitates the given reaction. (1) Reactant: [F:1][C:2]1[CH:3]=[C:4]([C:9]2([OH:14])[CH2:13][CH2:12][NH:11][CH2:10]2)[CH:5]=[CH:6][C:7]=1[F:8].C=O.[C:17](O)(=O)/C=C/C(O)=O. Product: [F:1][C:2]1[CH:3]=[C:4]([C:9]2([OH:14])[CH2:13][CH2:12][N:11]([CH3:17])[CH2:10]2)[CH:5]=[CH:6][C:7]=1[F:8]. The catalyst class is: 106. (2) Reactant: Br[C:2]1[C:11]2[C:6](=[CH:7][C:8]([F:13])=[CH:9][C:10]=2[F:12])[N:5]=[C:4]([N:14]2[CH2:19][CH2:18][CH2:17]C[C:15]2=[O:20])[C:3]=1[CH3:21].[O:22]1[CH2:27][CH2:26][N:25]([C:28]2[CH:29]=[C:30]([NH2:34])[CH:31]=[N:32][CH:33]=2)[CH2:24][CH2:23]1. Product: [F:12][C:10]1[CH:9]=[C:8]([F:13])[CH:7]=[C:6]2[C:11]=1[C:2]([NH:34][C:30]1[CH:31]=[N:32][CH:33]=[C:28]([N:25]3[CH2:26][CH2:27][O:22][CH2:23][CH2:24]3)[CH:29]=1)=[C:3]([CH3:21])[C:4]([N:14]1[CH2:19][CH2:18][CH2:17][C:15]1=[O:20])=[N:5]2. The catalyst class is: 11. (3) Reactant: FC(F)(F)C([O-])=O.[F:8][C:9]1[CH:22]=[CH:21][C:12]([CH2:13][N:14]2[CH2:19][CH2:18][NH2+:17][CH2:16][C:15]2=[O:20])=[CH:11][CH:10]=1.[CH:23]([O:26][C:27]([C:29]1[C:34]([C:35](O)=[O:36])=[CH:33][CH:32]=[CH:31][N:30]=1)=[O:28])([CH3:25])[CH3:24].C(Cl)CCl.C(N(CC)CC)C. Product: [CH:23]([O:26][C:27]([C:29]1[C:34]([C:35]([N:17]2[CH2:18][CH2:19][N:14]([CH2:13][C:12]3[CH:21]=[CH:22][C:9]([F:8])=[CH:10][CH:11]=3)[C:15](=[O:20])[CH2:16]2)=[O:36])=[CH:33][CH:32]=[CH:31][N:30]=1)=[O:28])([CH3:25])[CH3:24]. The catalyst class is: 59. (4) Reactant: [N+:1]([C:4]1[CH:9]=[C:8]([N:10]2[CH2:14][CH2:13][CH2:12][CH2:11]2)[CH:7]=[CH:6][C:5]=1[C:15]1[S:16][C:17]2[CH:23]([OH:24])[CH2:22][CH2:21][CH2:20][C:18]=2[N:19]=1)([O-])=O.[CH3:25]O. Product: [CH3:25][O:24][CH:23]1[C:17]2[S:16][C:15]([C:5]3[CH:6]=[CH:7][C:8]([N:10]4[CH2:14][CH2:13][CH2:12][CH2:11]4)=[CH:9][C:4]=3[NH2:1])=[N:19][C:18]=2[CH2:20][CH2:21][CH2:22]1. The catalyst class is: 180.